Dataset: Reaction yield outcomes from USPTO patents with 853,638 reactions. Task: Predict the reaction yield, written as a fraction of the theoretical maximum amount of product (1.0 means a 100% yield; for example, 0.34 means a 34% yield). (1) The product is [C:7]([C:9]1[CH:10]=[C:11]([S:16]([NH:19][C:20]2[S:24][N:23]=[CH:22][N:21]=2)(=[O:18])=[O:17])[CH:12]=[CH:13][C:14]=1[O:36][C:27]1[CH:28]=[CH:29][C:30]([C:32]([F:33])([F:34])[F:35])=[CH:31][C:26]=1[I:25])#[N:8]. The reactants are C(=O)([O-])[O-].[K+].[K+].[C:7]([C:9]1[CH:10]=[C:11]([S:16]([NH:19][C:20]2[S:24][N:23]=[CH:22][N:21]=2)(=[O:18])=[O:17])[CH:12]=[CH:13][C:14]=1F)#[N:8].[I:25][C:26]1[CH:31]=[C:30]([C:32]([F:35])([F:34])[F:33])[CH:29]=[CH:28][C:27]=1[OH:36]. The yield is 0.580. The catalyst is CS(C)=O.C(OCC)(=O)C. (2) The reactants are [NH2:1][C:2]1([CH2:19][O:20][CH2:21][C:22]#[N:23])[C:15]2[C:10](=[N:11][CH:12]=[C:13]([Cl:16])[CH:14]=2)[O:9][C:8]2[C:3]1=[CH:4][C:5]([Br:18])=[C:6]([F:17])[CH:7]=2.C[Al](C)C. The catalyst is CC1OCCC1. The product is [Br:18][C:5]1[CH:4]=[C:3]2[C:2]3([N:1]=[C:22]([NH2:23])[CH2:21][O:20][CH2:19]3)[C:15]3[C:10](=[N:11][CH:12]=[C:13]([Cl:16])[CH:14]=3)[O:9][C:8]2=[CH:7][C:6]=1[F:17]. The yield is 0.310. (3) The reactants are C(OC1C=C(OCC2C=CC=CC=2)C(C(C)C)=CC=1[C:11]([NH:13]C1C=CC(N2CCOCC2)=CC=1)=[O:12])C1C=CC=CC=1.C([O:48][C:49]1[CH:57]=[C:56]([O:58]CC2C=CC=CC=2)[C:55]([CH:66]([CH3:68])[CH3:67])=[CH:54][C:50]=1[C:51](O)=O)C1C=CC=CC=1.C(Cl)(=O)C(Cl)=O.[CH2:75]1[N:80]([C:81]2[CH:86]=[CH:85][C:84]([NH2:87])=[CH:83][CH:82]=2)[CH2:79][CH2:78][O:77][CH2:76]1.C(=O)([O-])O.[Na+].[N:93]1C=CC=CC=1. The catalyst is O1CCCC1.CN(C)C=O.ClCCl. The product is [OH:12][C:11]1[N:87]([C:84]2[CH:83]=[CH:82][C:81]([N:80]3[CH2:75][CH2:76][O:77][CH2:78][CH2:79]3)=[CH:86][CH:85]=2)[C:51]([C:50]2[CH:54]=[C:55]([CH:66]([CH3:67])[CH3:68])[C:56]([OH:58])=[CH:57][C:49]=2[OH:48])=[N:93][N:13]=1. The yield is 0.870. (4) The reactants are COC1C=CC(C[N:8](CC2C=CC(OC)=CC=2)[C:9]2[N:14]=[CH:13][C:12]([C:15]3[C:16]4[CH2:29][CH2:28][NH:27][C:17]=4[N:18]=[C:19]([N:21]4[CH2:26][CH2:25][O:24][CH2:23][CH2:22]4)[N:20]=3)=[CH:11][N:10]=2)=CC=1.[NH2:41][C:42]1[CH:47]=[CH:46][C:45]([C:48]([N:50]2[CH2:55][CH2:54][N:53]([CH2:56][CH3:57])[CH2:52][CH2:51]2)=[O:49])=[CH:44][CH:43]=1.C(N1CCN(C2C=C(F)C(N)=C(F)C=2)CC1)C.[C:75](Cl)(Cl)=[S:76]. No catalyst specified. The product is [CH2:56]([N:53]1[CH2:52][CH2:51][N:50]([C:48]([C:45]2[CH:44]=[CH:43][C:42]([NH:41][C:75]([N:27]3[C:17]4[N:18]=[C:19]([N:21]5[CH2:26][CH2:25][O:24][CH2:23][CH2:22]5)[N:20]=[C:15]([C:12]5[CH:11]=[N:10][C:9]([NH2:8])=[N:14][CH:13]=5)[C:16]=4[CH2:29][CH2:28]3)=[S:76])=[CH:47][CH:46]=2)=[O:49])[CH2:55][CH2:54]1)[CH3:57]. The yield is 0.620. (5) The reactants are [Cl:1][C:2]1[CH:3]=[C:4]([N:8]2[CH2:13][CH2:12][N:11]([C:14]3[C:23]([O:24][C:25]([F:28])([F:27])[F:26])=[C:22]4[C:17]([C:18](=[O:46])[C:19]([C:41]([O:43]CC)=[O:42])=[CH:20][N:21]4[C:29]4[CH:34]=[CH:33][C:32]([CH2:35][N:36]5[CH2:40][CH2:39][CH2:38][CH2:37]5)=[CH:31][CH:30]=4)=[CH:16][C:15]=3[F:47])[CH2:10][CH2:9]2)[CH:5]=[CH:6][CH:7]=1.O. The catalyst is C(O)(C)C.Cl. The product is [Cl:1][C:2]1[CH:3]=[C:4]([N:8]2[CH2:13][CH2:12][N:11]([C:14]3[C:23]([O:24][C:25]([F:26])([F:27])[F:28])=[C:22]4[C:17]([C:18](=[O:46])[C:19]([C:41]([OH:43])=[O:42])=[CH:20][N:21]4[C:29]4[CH:30]=[CH:31][C:32]([CH2:35][N:36]5[CH2:37][CH2:38][CH2:39][CH2:40]5)=[CH:33][CH:34]=4)=[CH:16][C:15]=3[F:47])[CH2:10][CH2:9]2)[CH:5]=[CH:6][CH:7]=1. The yield is 0.890. (6) The catalyst is CO. The yield is 0.980. The reactants are [CH2:1]([C:3]([C:14]1[S:18][C:17]2[CH:19]=[C:20]([C:23]([OH:25])=[O:24])[CH:21]=[CH:22][C:16]=2[CH:15]=1)([C:6]1[CH:11]=[CH:10][C:9]([OH:12])=[C:8]([CH3:13])[CH:7]=1)[CH2:4][CH3:5])[CH3:2].OS(O)(=O)=O.[C:31]([O-])(O)=O.[Na+]. The product is [CH3:31][O:24][C:23]([C:20]1[CH:21]=[CH:22][C:16]2[CH:15]=[C:14]([C:3]([CH2:4][CH3:5])([C:6]3[CH:11]=[CH:10][C:9]([OH:12])=[C:8]([CH3:13])[CH:7]=3)[CH2:1][CH3:2])[S:18][C:17]=2[CH:19]=1)=[O:25]. (7) The reactants are Cl.[OH:2]/[N:3]=[C:4](/[C:33]1[CH:38]=[CH:37][N:36]=[C:35]([CH3:39])[CH:34]=1)\[CH2:5][C@H:6]([C:14]1[CH:19]=[CH:18][C:17]([C:20]2[CH2:25][CH2:24][N:23](C(OC(C)(C)C)=O)[CH2:22][CH:21]=2)=[CH:16][CH:15]=1)[C:7]1[CH:12]=[CH:11][CH:10]=[CH:9][C:8]=1[CH3:13].C(=O)([O-])O.[Na+]. The catalyst is O1CCOCC1. The product is [CH3:39][C:35]1[CH:34]=[C:33](/[C:4](=[N:3]/[OH:2])/[CH2:5][C@H:6]([C:14]2[CH:19]=[CH:18][C:17]([C:20]3[CH2:25][CH2:24][NH:23][CH2:22][CH:21]=3)=[CH:16][CH:15]=2)[C:7]2[CH:12]=[CH:11][CH:10]=[CH:9][C:8]=2[CH3:13])[CH:38]=[CH:37][N:36]=1. The yield is 0.550.